Dataset: Full USPTO retrosynthesis dataset with 1.9M reactions from patents (1976-2016). Task: Predict the reactants needed to synthesize the given product. (1) Given the product [Br:1][C:2]1[CH:7]=[CH:6][C:5]([Cl:8])=[CH:4][C:3]=1[NH2:9], predict the reactants needed to synthesize it. The reactants are: [Br:1][C:2]1[CH:7]=[CH:6][C:5]([Cl:8])=[CH:4][C:3]=1[N+:9]([O-])=O.Cl[Sn]Cl.O.C([O-])(O)=O.[Na+]. (2) Given the product [C:2]([C:7]1[O:11][C:10]([CH2:12][N:13]2[N:17]=[C:16]([NH:18][C:31]([C:26]3[N:27]=[C:28]([CH3:30])[O:29][C:25]=3[C:21]3[CH:20]=[C:19]([CH3:34])[CH:24]=[CH:23][CH:22]=3)=[O:32])[CH:15]=[N:14]2)=[CH:9][CH:8]=1)(=[O:6])[CH3:1], predict the reactants needed to synthesize it. The reactants are: [CH3:1][C:2]1([C:7]2[O:11][C:10]([CH2:12][N:13]3[N:17]=[C:16]([NH2:18])[CH:15]=[N:14]3)=[CH:9][CH:8]=2)[O:6]CCO1.[C:19]1([CH3:34])[CH:24]=[CH:23][CH:22]=[C:21]([C:25]2[O:29][C:28]([CH3:30])=[N:27][C:26]=2[C:31](O)=[O:32])[CH:20]=1. (3) Given the product [CH:14]1([C:17]2[NH:21][N:20]=[C:19]([NH:22][C:23]3[C:24]4[CH2:41][CH2:40][CH2:39][C:25]=4[N:26]=[C:27]([N:29]4[CH2:33][CH2:32][C@H:31]([OH:34])[C@@H:30]4[C:35]([NH:8][C:5]4[CH:6]=[N:7][C:2]([F:1])=[CH:3][CH:4]=4)=[O:36])[N:28]=3)[CH:18]=2)[CH2:16][CH2:15]1, predict the reactants needed to synthesize it. The reactants are: [F:1][C:2]1[N:7]=[CH:6][C:5]([NH2:8])=[CH:4][CH:3]=1.C([Mg]Cl)(C)C.[CH:14]1([C:17]2[NH:21][N:20]=[C:19]([NH:22][C:23]3[C:24]4[CH2:41][CH2:40][CH2:39][C:25]=4[N:26]=[C:27]([N:29]4[CH2:33][CH2:32][C@H:31]([OH:34])[CH:30]4[C:35](OC)=[O:36])[N:28]=3)[CH:18]=2)[CH2:16][CH2:15]1. (4) Given the product [Cl:1][C:2]1[CH:11]=[C:6]([CH2:7][OH:8])[C:5]([CH3:12])=[N:4][CH:3]=1, predict the reactants needed to synthesize it. The reactants are: [Cl:1][C:2]1[CH:3]=[N:4][C:5]([CH3:12])=[C:6]([CH:11]=1)[C:7](OC)=[O:8].[H-].[H-].[H-].[H-].[Li+].[Al+3].O.[OH-].[Na+]. (5) Given the product [NH2:34][CH:31]1[CH2:32][CH2:33][N:28]([CH2:27][C:24]2[CH:23]=[CH:22][C:21]([C:19]3[S:20][C:13]4[C:14](=[N:15][CH:16]=[CH:17][C:12]=4[O:11][C:10]4[CH:42]=[CH:43][C:7]([NH:6][C:5]([NH:4][CH:1]5[CH2:2][CH2:3]5)=[O:45])=[CH:8][C:9]=4[F:44])[CH:18]=3)=[N:26][CH:25]=2)[CH2:29][CH2:30]1, predict the reactants needed to synthesize it. The reactants are: [CH:1]1([NH:4][C:5](=[O:45])[NH:6][C:7]2[CH:43]=[CH:42][C:10]([O:11][C:12]3[CH:17]=[CH:16][N:15]=[C:14]4[CH:18]=[C:19]([C:21]5[N:26]=[CH:25][C:24]([CH2:27][N:28]6[CH2:33][CH2:32][CH:31]([NH:34]C(=O)OC(C)(C)C)[CH2:30][CH2:29]6)=[CH:23][CH:22]=5)[S:20][C:13]=34)=[C:9]([F:44])[CH:8]=2)[CH2:3][CH2:2]1.